From a dataset of Forward reaction prediction with 1.9M reactions from USPTO patents (1976-2016). Predict the product of the given reaction. (1) Given the reactants [CH:1]([NH:5][C:6]1[C:7]([NH2:16])=[CH:8][C:9]([C:12]([F:15])([F:14])[F:13])=[CH:10][CH:11]=1)([CH2:3][CH3:4])[CH3:2].O[CH:18]([C:23]1[CH:28]=[CH:27][N:26]=[CH:25][CH:24]=1)S([O-])(=O)=O.[Na+].C(=O)([O-])O.[Na+], predict the reaction product. The product is: [CH:1]([N:5]1[C:6]2[CH:11]=[CH:10][C:9]([C:12]([F:14])([F:15])[F:13])=[CH:8][C:7]=2[N:16]=[C:18]1[C:23]1[CH:28]=[CH:27][N:26]=[CH:25][CH:24]=1)([CH2:3][CH3:4])[CH3:2]. (2) Given the reactants Br[C:2]1[CH:7]=[CH:6][C:5]([CH:8]2[NH:13][C:12](=[O:14])[CH2:11][CH2:10][CH2:9]2)=[CH:4][CH:3]=1.B1(B2OC(C)(C)C(C)(C)O2)OC(C)(C)C(C)(C)O1.C([O-])(=O)C.[K+].[ClH:38].[N:39]12[CH2:46][CH2:45][CH:42]([CH2:43][CH2:44]1)[C@@H:41]([NH:47][C:48]([C:50]1[S:51][C:52]3[C:58](Br)=[CH:57][CH:56]=[CH:55][C:53]=3[CH:54]=1)=[O:49])[CH2:40]2.C(=O)([O-])[O-].[Na+].[Na+], predict the reaction product. The product is: [ClH:38].[N:39]12[CH2:44][CH2:43][CH:42]([CH2:45][CH2:46]1)[C@@H:41]([NH:47][C:48]([C:50]1[S:51][C:52]3[C:58]([C:2]4[CH:7]=[CH:6][C:5]([CH:8]5[CH2:9][CH2:10][CH2:11][C:12](=[O:14])[NH:13]5)=[CH:4][CH:3]=4)=[CH:57][CH:56]=[CH:55][C:53]=3[CH:54]=1)=[O:49])[CH2:40]2. (3) Given the reactants [CH3:1][C@H:2]1[CH2:7][N:6]2[N:8]=[CH:9][C:10]([N:11]3[CH2:15][CH:14]([SH:16])[CH2:13][C:12]3=[O:17])=[C:5]2[CH2:4][N:3]1[C:18]([O:20][C:21]([CH3:24])([CH3:23])[CH3:22])=[O:19].[H-].[Na+].[CH3:27]I, predict the reaction product. The product is: [CH3:1][C@H:2]1[CH2:7][N:6]2[N:8]=[CH:9][C:10]([N:11]3[CH2:15][CH:14]([S:16][CH3:27])[CH2:13][C:12]3=[O:17])=[C:5]2[CH2:4][N:3]1[C:18]([O:20][C:21]([CH3:23])([CH3:22])[CH3:24])=[O:19].